From a dataset of Reaction yield outcomes from USPTO patents with 853,638 reactions. Predict the reaction yield, written as a fraction of the theoretical maximum amount of product (1.0 means a 100% yield; for example, 0.34 means a 34% yield). (1) The reactants are [Cl:1][C:2]1[CH:3]=[C:4]([C:17]#[C:18]C(O)(C)C)[C:5]([CH3:16])=[C:6]([NH:8][C:9](=[O:15])[O:10][C:11]([CH3:14])([CH3:13])[CH3:12])[CH:7]=1.C(=O)([O-])[O-].[K+].[K+].C1OCCOCCOCCOCCOCCOC1. The catalyst is C1(C)C=CC=CC=1. The product is [Cl:1][C:2]1[CH:3]=[C:4]([C:17]#[CH:18])[C:5]([CH3:16])=[C:6]([NH:8][C:9](=[O:15])[O:10][C:11]([CH3:12])([CH3:13])[CH3:14])[CH:7]=1. The yield is 0.580. (2) The yield is 0.520. The reactants are [CH3:1][O:2][C:3]1[CH:8]=[CH:7][C:6]([Mg]Br)=[CH:5][CH:4]=1.[NH:11]1[C:21]2[C:16](=[CH:17][CH:18]=[CH:19][CH:20]=2)[C:14](=[O:15])[C:12]1=[O:13]. The product is [OH:15][C:14]1([C:6]2[CH:7]=[CH:8][C:3]([O:2][CH3:1])=[CH:4][CH:5]=2)[C:16]2[C:21](=[CH:20][CH:19]=[CH:18][CH:17]=2)[NH:11][C:12]1=[O:13]. The catalyst is C1COCC1. (3) The reactants are C(OC(=O)[NH:7][C@@H:8]1[CH2:13][CH2:12][C@@H:11]([C:14](=[O:28])[NH:15][C:16]2[CH:17]=[CH:18][CH:19]=[C:20]3[C:25]=2[N:24]=[C:23]([C:26]#[N:27])[CH:22]=[CH:21]3)[CH2:10][C@@H:9]1[OH:29])(C)(C)C.FC(F)(F)C(O)=O. The catalyst is ClCCl. The product is [C:26]([C:23]1[CH:22]=[CH:21][C:20]2[C:25](=[C:16]([NH:15][C:14]([C@@H:11]3[CH2:12][CH2:13][C@@H:8]([NH2:7])[C@@H:9]([OH:29])[CH2:10]3)=[O:28])[CH:17]=[CH:18][CH:19]=2)[N:24]=1)#[N:27]. The yield is 0.610. (4) The reactants are [CH2:1]([N:8]1[CH2:24][CH2:23][N:11]2[C:12](=[O:22])[C:13]3[C:14]([CH3:21])=[CH:15][CH:16]=[C:17]([OH:20])[C:18]=3[CH2:19][C@@H:10]2[CH2:9]1)[C:2]1[CH:7]=[CH:6][CH:5]=[CH:4][CH:3]=1.CO.[Br-:27].[Br-].[Br-].C([N+](CCCC)(CCCC)CCCC)CCC.C([N+](CCCC)(CCCC)CCCC)CCC.C([N+](CCCC)(CCCC)CCCC)CCC. The catalyst is C(Cl)Cl. The product is [CH2:1]([N:8]1[CH2:24][CH2:23][N:11]2[C:12](=[O:22])[C:13]3[C:14]([CH3:21])=[CH:15][C:16]([Br:27])=[C:17]([OH:20])[C:18]=3[CH2:19][C@@H:10]2[CH2:9]1)[C:2]1[CH:3]=[CH:4][CH:5]=[CH:6][CH:7]=1. The yield is 0.360. (5) The reactants are Cl.[N:2]1[CH:7]=[CH:6][CH:5]=[C:4]([CH2:8][C:9]([OH:11])=O)[CH:3]=1.[P:12]([OH:15])([OH:14])[OH:13].[P:16](=O)([OH:19])([OH:18])[OH:17].P(Cl)(Cl)(Cl)=O. The catalyst is O.C1(C)C=CC=CC=1. The product is [CH:6]1[CH:7]=[N:2][CH:3]=[C:4]([CH2:8][C:9]([P:16]([OH:19])([OH:18])=[O:17])([P:12]([OH:15])([OH:14])=[O:13])[OH:11])[CH:5]=1. The yield is 0.680. (6) The product is [CH2:14]([O:1][C:2]1[C:10]([C:11]([O:13][CH2:4][C:3]2[CH:7]=[CH:8][CH:9]=[CH:10][CH:2]=2)=[O:12])=[CH:9][CH:8]=[CH:7][C:3]=1[C:4]([O:6][CH2:14][C:15]1[CH:20]=[CH:19][CH:18]=[CH:17][CH:16]=1)=[O:5])[C:15]1[CH:20]=[CH:19][CH:18]=[CH:17][CH:16]=1. The catalyst is CN(C)C=O. The yield is 0.900. The reactants are [OH:1][C:2]1[C:10]([C:11]([OH:13])=[O:12])=[CH:9][CH:8]=[CH:7][C:3]=1[C:4]([OH:6])=[O:5].[CH2:14](Cl)[C:15]1[CH:20]=[CH:19][CH:18]=[CH:17][CH:16]=1.C([O-])([O-])=O.[K+].[K+].